From a dataset of Reaction yield outcomes from USPTO patents with 853,638 reactions. Predict the reaction yield, written as a fraction of the theoretical maximum amount of product (1.0 means a 100% yield; for example, 0.34 means a 34% yield). The reactants are CNC([C:5]1[NH:6][C:7]2[C:12]([N:13]=1)=[C:11]([N:14]1[CH2:19][CH2:18][O:17][CH2:16][CH2:15]1)[N:10]=[C:9]([Cl:20])[N:8]=2)=O.[C:21](=O)([O-])[O-].[Cs+].[Cs+].[CH3:27][N:28]([CH:30]=[O:31])[CH3:29]. The catalyst is O. The product is [Cl:20][C:9]1[N:10]=[C:11]([N:14]2[CH2:15][CH2:16][O:17][CH2:18][CH2:19]2)[C:12]2[N:13]=[C:5]3[N:6]([C:7]=2[N:8]=1)[CH2:21][CH2:27][N:28]([CH3:29])[C:30]3=[O:31]. The yield is 0.770.